The task is: Predict the product of the given reaction.. This data is from Forward reaction prediction with 1.9M reactions from USPTO patents (1976-2016). (1) Given the reactants [NH2:1][C:2]1[C:3]([Cl:9])=[N:4][C:5]([Cl:8])=[N:6][CH:7]=1.C(N(CC)CC)C.Cl[CH2:18][CH2:19][C:20](Cl)=[O:21], predict the reaction product. The product is: [Cl:8][C:5]1[N:4]=[C:3]([Cl:9])[C:2]([NH:1][C:20](=[O:21])[CH:19]=[CH2:18])=[CH:7][N:6]=1. (2) Given the reactants [C:1]([O:5][CH:6]([C:11]1[CH:16]=[C:15]([N:17]([CH3:19])[CH3:18])[CH:14]=[CH:13][C:12]=1[C:20]1[CH:21]=[CH:22][C:23]2[O:28][CH2:27][CH2:26][CH2:25][C:24]=2[CH:29]=1)[C:7]([O:9]C)=[O:8])([CH3:4])([CH3:3])[CH3:2].[OH-].[K+], predict the reaction product. The product is: [C:1]([O:5][CH:6]([C:11]1[CH:16]=[C:15]([N:17]([CH3:19])[CH3:18])[CH:14]=[CH:13][C:12]=1[C:20]1[CH:21]=[CH:22][C:23]2[O:28][CH2:27][CH2:26][CH2:25][C:24]=2[CH:29]=1)[C:7]([OH:9])=[O:8])([CH3:4])([CH3:2])[CH3:3]. (3) Given the reactants [CH2:1]([O:8][C:9]1[CH:17]=[C:16]([O:18][CH2:19][C:20]2[CH:25]=[CH:24][CH:23]=[CH:22][CH:21]=2)[C:15]([S:26](=[O:33])(=[O:32])[N:27]([CH3:31])[CH2:28][CH2:29][CH3:30])=[CH:14][C:10]=1[C:11](Cl)=[O:12])[C:2]1[CH:7]=[CH:6][CH:5]=[CH:4][CH:3]=1.[Cl:34][C:35]1[CH:41]=[CH:40][CH:39]=[CH:38][C:36]=1[NH2:37], predict the reaction product. The product is: [CH2:1]([O:8][C:9]1[CH:17]=[C:16]([O:18][CH2:19][C:20]2[CH:21]=[CH:22][CH:23]=[CH:24][CH:25]=2)[C:15]([S:26](=[O:32])(=[O:33])[N:27]([CH3:31])[CH2:28][CH2:29][CH3:30])=[CH:14][C:10]=1[C:11]([NH:37][C:36]1[CH:38]=[CH:39][CH:40]=[CH:41][C:35]=1[Cl:34])=[O:12])[C:2]1[CH:7]=[CH:6][CH:5]=[CH:4][CH:3]=1. (4) Given the reactants [N+:1]([C:4]1[C:9]([CH:10]=[CH2:11])=[CH:8][CH:7]=[CH:6][N:5]=1)([O-])=O.[H][H], predict the reaction product. The product is: [CH2:10]([C:9]1[C:4]([NH2:1])=[N:5][CH:6]=[CH:7][CH:8]=1)[CH3:11]. (5) The product is: [Cl:41][C:42]1[CH:43]=[C:44]([CH:49]2[CH2:50][N:51]([C:56]([CH:58]3[CH2:59][CH2:60][N:61]([C:64]([C:66]4([CH3:69])[CH2:67][CH2:68]4)=[O:65])[CH2:62][CH2:63]3)=[O:57])[CH2:52][CH:53]2[N:54]([CH3:55])[C:5](=[O:6])[CH2:4][CH2:3][C:2]([F:9])([F:8])[F:1])[CH:45]=[CH:46][C:47]=1[Cl:48]. Given the reactants [F:1][C:2]([F:9])([F:8])[CH2:3][CH2:4][C:5](O)=[O:6].F[B-](F)(F)F.N1(OC(N(C)C)=[N+](C)C)C2C=CC=CC=2N=N1.C(N(CC)C(C)C)(C)C.[Cl:41][C:42]1[CH:43]=[C:44]([CH:49]2[CH:53]([NH:54][CH3:55])[CH2:52][N:51]([C:56]([CH:58]3[CH2:63][CH2:62][N:61]([C:64]([C:66]4([CH3:69])[CH2:68][CH2:67]4)=[O:65])[CH2:60][CH2:59]3)=[O:57])[CH2:50]2)[CH:45]=[CH:46][C:47]=1[Cl:48], predict the reaction product.